This data is from Forward reaction prediction with 1.9M reactions from USPTO patents (1976-2016). The task is: Predict the product of the given reaction. (1) Given the reactants [NH2:1][C:2]1[C:11]2=[CH:12][N:13]([C@@H:15]3[O:21][C@H:20]([CH2:22][OH:23])[C@@H:18]([OH:19])[C@@:16]3(C)[OH:17])[N:14]=[C:9]3[C:10]2=[C:4]([C:5](=[O:25])[NH:6][N:7]=[CH:8]3)[CH:3]=1, predict the reaction product. The product is: [NH2:1][C:2]1[C:11]2=[CH:12][N:13]([C@@H:15]3[O:21][C@H:20]([CH2:22][O:23][C:5](=[O:25])[CH3:4])[C@@H:18]([O:19][C:18](=[O:19])[CH2:20][CH3:22])[C@H:16]3[O:17][C:16](=[O:17])[CH3:15])[N:14]=[C:9]3[C:10]2=[C:4]([C:5](=[O:25])[NH:6][N:7]=[CH:8]3)[CH:3]=1. (2) The product is: [Cl:8][C:6]1[N:5]=[CH:4][N:3]=[C:2]([NH:18][C:19]2[CH:20]=[CH:21][C:22]([C:23]([O:25][CH2:26][CH3:27])=[O:24])=[CH:28][CH:29]=2)[N:7]=1. Given the reactants Cl[C:2]1[N:7]=[C:6]([Cl:8])[N:5]=[CH:4][N:3]=1.CCN(C(C)C)C(C)C.[NH2:18][C:19]1[CH:29]=[CH:28][C:22]([C:23]([O:25][CH2:26][CH3:27])=[O:24])=[CH:21][CH:20]=1, predict the reaction product. (3) Given the reactants [Cl:1][C:2]1[N:10]=[CH:9][CH:8]=[C:7]2[C:3]=1[CH:4]=[CH:5][NH:6]2.[F:11][C:12]1[CH:19]=[CH:18][C:15]([CH2:16]Br)=[CH:14][CH:13]=1.[H-].[Na+].O, predict the reaction product. The product is: [Cl:1][C:2]1[C:3]2[CH:4]=[CH:5][N:6]([CH2:16][C:15]3[CH:18]=[CH:19][C:12]([F:11])=[CH:13][CH:14]=3)[C:7]=2[CH:8]=[CH:9][N:10]=1. (4) Given the reactants C(OC([N:8]1[CH2:12][CH2:11][C:10]([N:14]2[CH2:19][CH2:18][CH:17]([NH:20][C:21]3[CH:26]=[CH:25][CH:24]=[CH:23][C:22]=3[CH:27]([C:35]([O:37]C(C)(C)C)=O)C(OC(C)(C)C)=O)[CH2:16][CH2:15]2)([CH3:13])[CH2:9]1)=O)(C)(C)C.CC1C=CC(S(O)(=O)=O)=CC=1.[OH-].[Na+], predict the reaction product. The product is: [CH3:13][C:10]1([N:14]2[CH2:15][CH2:16][CH:17]([N:20]3[C:21]4[C:22](=[CH:23][CH:24]=[CH:25][CH:26]=4)[CH2:27][C:35]3=[O:37])[CH2:18][CH2:19]2)[CH2:11][CH2:12][NH:8][CH2:9]1. (5) Given the reactants [CH3:1][C:2]1[C:6]([NH:7][C:8]2[CH:13]=[CH:12][CH:11]=[C:10](C3C=CC=C(C)C=3)[N:9]=2)=[C:5]([C:21]2[CH:26]=[CH:25][C:24]([C:27]3[CH:32]=[CH:31][C:30]([C:33]4([C:36]([OH:38])=[O:37])[CH2:35][CH2:34]4)=[CH:29][CH:28]=3)=[CH:23][CH:22]=2)[O:4][N:3]=1.CC1C(NC2C=CC=[C:48]([C:52]3[CH:57]=[CH:56][C:55](C)=[CH:54][CH:53]=3)N=2)=C(C2C=CC(C3C=CC(C4(C(O)=O)CC4)=CC=3)=CC=2)ON=1.CC1C(NC2C=NC=C(C3C=CC=CC=3C)C=2)=C(C2C=CC(C3C=CC(C4(C(O)=O)CC4)=CC=3)=CC=2)ON=1.CC1C(NC2C=NC=C(C3C=CC=C(C)C=3)C=2)=C(C2C=CC(C3C=CC(C4(C(O)=O)CC4)=CC=3)=CC=2)ON=1.CC1C(NC2C=NC=C(C3C=CC(C)=CC=3)C=2)=C(C2C=CC(C3C=CC(C4(C(O)=O)CC4)=CC=3)=CC=2)ON=1.CC1C(NC2C=CC=C(C3C=CC=CC=3C)N=2)=C(C2C=CC(C3C=CC(C4(C(NS(C)(=O)=O)=O)CC4)=CC=3)=CC=2)ON=1.CC1C(NC2C=CC=C(C3C=CC=C(C)C=3)N=2)=C(C2C=CC(C3C=CC(C4(C(NS(C)(=O)=O)=O)CC4)=CC=3)=CC=2)ON=1.CC1C(NC2C=CC=C(C3C=CC(C)=CC=3)N=2)=C(C2C=CC(C3C=CC(C4(C(NS(C)(=O)=O)=O)CC4)=CC=3)=CC=2)ON=1.CC1C(NC2C=NC=C(C3C=CC=CC=3C)C=2)=C(C2C=CC(C3C=CC(C4(C(NS(C)(=O)=O)=O)CC4)=CC=3)=CC=2)ON=1.CC1C(NC2C=NC=C(C3C=CC=C(C)C=3)C=2)=C(C2C=CC(C3C=CC(C4(C(NS(C)(=O)=O)=O)CC4)=CC=3)=CC=2)ON=1.CC1C(NC2C=NC=C(C3C=CC(C)=CC=3)C=2)=C(C2C=CC(C3C=CC(C4(C(NS(C)(=O)=O)=O)CC4)=CC=3)=CC=2)ON=1, predict the reaction product. The product is: [CH3:1][C:2]1[C:6]([NH:7][C:8]2[CH:13]=[CH:12][CH:11]=[C:10]([C:53]3[CH:54]=[CH:55][CH:56]=[CH:57][C:52]=3[CH3:48])[N:9]=2)=[C:5]([C:21]2[CH:22]=[CH:23][C:24]([C:27]3[CH:28]=[CH:29][C:30]([C:33]4([C:36]([OH:38])=[O:37])[CH2:35][CH2:34]4)=[CH:31][CH:32]=3)=[CH:25][CH:26]=2)[O:4][N:3]=1. (6) Given the reactants Cl[C:2]1[N:7]=[N:6][C:5]([C:8]([N:10]2[CH2:15][CH2:14][N:13]([C:16]3[C:21]([CH3:22])=[CH:20][C:19]([CH:23]4[CH2:25][CH2:24]4)=[CH:18][N:17]=3)[CH2:12][CH2:11]2)=[O:9])=[CH:4][CH:3]=1.[C:26]([N:29]1[CH2:33][CH2:32][NH:31][C:30]1=[O:34])(=[O:28])[CH3:27], predict the reaction product. The product is: [C:26]([N:29]1[CH2:33][CH2:32][N:31]([C:2]2[N:7]=[N:6][C:5]([C:8]([N:10]3[CH2:15][CH2:14][N:13]([C:16]4[C:21]([CH3:22])=[CH:20][C:19]([CH:23]5[CH2:25][CH2:24]5)=[CH:18][N:17]=4)[CH2:12][CH2:11]3)=[O:9])=[CH:4][CH:3]=2)[C:30]1=[O:34])(=[O:28])[CH3:27]. (7) Given the reactants [CH3:1][C:2]1([CH3:25])[O:7][CH2:6][C:5]([NH:14][C:15](=[O:24])[O:16][CH2:17][C:18]2[CH:23]=[CH:22][CH:21]=[CH:20][CH:19]=2)([C:8](=[O:13])[NH:9][CH2:10][C:11]#[CH:12])[CH2:4][O:3]1, predict the reaction product. The product is: [CH3:1][C:2]1([CH3:25])[O:3][CH2:4][C:5]([NH:14][C:15](=[O:24])[O:16][CH2:17][C:18]2[CH:23]=[CH:22][CH:21]=[CH:20][CH:19]=2)([C:8]2[O:13][C:11]([CH3:12])=[CH:10][N:9]=2)[CH2:6][O:7]1.